From a dataset of Full USPTO retrosynthesis dataset with 1.9M reactions from patents (1976-2016). Predict the reactants needed to synthesize the given product. (1) Given the product [Br:9][CH2:10][CH2:11][CH2:12][O:8][C:4]1[CH:5]=[CH:6][CH:7]=[C:2]([F:1])[CH:3]=1, predict the reactants needed to synthesize it. The reactants are: [F:1][C:2]1[CH:3]=[C:4]([OH:8])[CH:5]=[CH:6][CH:7]=1.[Br:9][CH2:10][CH2:11][CH2:12]Br.C(=O)([O-])[O-].[K+].[K+]. (2) Given the product [NH2:1][C:2]1[N:7]=[CH:6][C:5]([C:8]2[CH:13]=[CH:12][C:11]([OH:14])=[CH:10][CH:9]=2)=[C:4]([CH2:15][CH3:16])[C:3]=1[C:18]1[CH:23]=[CH:22][CH:21]=[CH:20][CH:19]=1, predict the reactants needed to synthesize it. The reactants are: [NH2:1][C:2]1[N:7]=[CH:6][C:5]([C:8]2[CH:13]=[CH:12][C:11]([OH:14])=[CH:10][CH:9]=2)=[C:4]([CH2:15][CH3:16])[C:3]=1Br.[C:18]1(B(O)O)[CH:23]=[CH:22][CH:21]=[CH:20][CH:19]=1.C([O-])([O-])=O.[K+].[K+]. (3) Given the product [CH3:19][C:3]1[C:2]([B:23]2[O:24][C:25]([CH3:27])([CH3:26])[C:21]([CH3:28])([CH3:20])[O:22]2)=[C:6]([CH2:7][O:8][Si:9]([CH:16]([CH3:18])[CH3:17])([CH:13]([CH3:15])[CH3:14])[CH:10]([CH3:12])[CH3:11])[O:5][N:4]=1, predict the reactants needed to synthesize it. The reactants are: Br[C:2]1[C:3]([CH3:19])=[N:4][O:5][C:6]=1[CH2:7][O:8][Si:9]([CH:16]([CH3:18])[CH3:17])([CH:13]([CH3:15])[CH3:14])[CH:10]([CH3:12])[CH3:11].[CH3:20][C:21]1([CH3:28])[C:25]([CH3:27])([CH3:26])[O:24][BH:23][O:22]1.C(N(CC)CC)C. (4) Given the product [Cl:64][C:65]1[CH:66]=[C:67]([N:74]2[N:78]=[CH:77][CH:76]=[N:75]2)[C:68]([C:71]([N:41]2[CH2:42][CH:43]3[CH:39]([CH2:38][N:37]([C:32]4[N:33]=[C:34]([CH3:36])[CH:35]=[C:30]([CH3:29])[N:31]=4)[CH2:44]3)[CH2:40]2)=[O:72])=[N:69][CH:70]=1, predict the reactants needed to synthesize it. The reactants are: N1N=C(C2C=CC=CC=2C(N2CC3CN(C(OC(C)(C)C)=O)CC3C2)=O)NC=1.[CH3:29][C:30]1[CH:35]=[C:34]([CH3:36])[N:33]=[C:32]([N:37]2[CH2:44][CH:43]3[CH:39]([CH2:40][NH:41][CH2:42]3)[CH2:38]2)[N:31]=1.CC(O)=O.C(OC(N1CC2C(CNC2)C1)=O)(C)(C)C.[Cl:64][C:65]1[CH:66]=[C:67]([N:74]2[N:78]=[CH:77][CH:76]=[N:75]2)[C:68]([C:71]([O-])=[O:72])=[N:69][CH:70]=1.[Na+].N1N=C(C2C=CC=CC=2C(O)=O)NC=1. (5) The reactants are: [F:1][C:2]([F:55])([F:54])[C:3]1[CH:4]=[C:5]([CH:47]=[C:48]([C:50]([F:53])([F:52])[F:51])[CH:49]=1)[CH2:6][N:7]([CH2:23][C:24]1[CH:29]=[C:28]([C:30]([F:33])([F:32])[F:31])[CH:27]=[CH:26][C:25]=1[NH:34][C@H:35]([C:38](C)(C)[O:39][SiH2]C(C)(C)C)[CH2:36][CH3:37])[C:8]1[N:13]=[CH:12][C:11]([O:14][CH2:15][CH2:16][CH2:17][C:18]([O:20][CH2:21][CH3:22])=[O:19])=[CH:10][N:9]=1.[F-].C([N+](CCCC)(CCCC)CCCC)CCC.O1CCCC1. Given the product [F:55][C:2]([F:1])([F:54])[C:3]1[CH:4]=[C:5]([CH:47]=[C:48]([C:50]([F:51])([F:52])[F:53])[CH:49]=1)[CH2:6][N:7]([CH2:23][C:24]1[CH:29]=[C:28]([C:30]([F:33])([F:32])[F:31])[CH:27]=[CH:26][C:25]=1[NH:34][C@H:35]([CH2:38][OH:39])[CH2:36][CH3:37])[C:8]1[N:9]=[CH:10][C:11]([O:14][CH2:15][CH2:16][CH2:17][C:18]([O:20][CH2:21][CH3:22])=[O:19])=[CH:12][N:13]=1, predict the reactants needed to synthesize it. (6) Given the product [CH3:1][O:2][C:3]1[N:8]=[CH:7][C:6]([NH:9][C:10](=[O:35])[C:11]2[CH:16]=[C:15]([CH2:17][C:18]3[C:19](=[O:30])[C:20]([O:28][CH3:29])=[C:21]([O:26][CH3:27])[C:22](=[O:25])[C:23]=3[CH3:24])[CH:14]=[CH:13][C:12]=2[OH:31])=[CH:5][CH:4]=1, predict the reactants needed to synthesize it. The reactants are: [CH3:1][O:2][C:3]1[N:8]=[CH:7][C:6]([NH:9][C:10](=[O:35])[C:11]2[CH:16]=[C:15]([CH2:17][C:18]3[C:19](=[O:30])[C:20]([O:28][CH3:29])=[C:21]([O:26][CH3:27])[C:22](=[O:25])[C:23]=3[CH3:24])[CH:14]=[CH:13][C:12]=2[O:31]C(=O)C)=[CH:5][CH:4]=1.C(=O)([O-])O.[Na+]. (7) Given the product [CH:48]([C:51]1[CH:52]=[C:53]([CH:60]=[CH:61][CH:62]=1)[O:54][CH:55]([CH3:59])[C:56]([NH:1][C:2]1[CH:3]=[CH:4][C:5]([CH:8]([C:15]#[C:16][CH3:17])[CH2:9][C:10]([O:12][CH2:13][CH3:14])=[O:11])=[CH:6][CH:7]=1)=[O:57])([CH3:49])[CH3:50], predict the reactants needed to synthesize it. The reactants are: [NH2:1][C:2]1[CH:7]=[CH:6][C:5]([CH:8]([C:15]#[C:16][CH3:17])[CH2:9][C:10]([O:12][CH2:13][CH3:14])=[O:11])=[CH:4][CH:3]=1.C(N1CCOCC1)C.C1C=C2N=NN(O)C2=CC=1.O.CCN=C=NCCCN(C)C.[CH:48]([C:51]1[CH:52]=[C:53]([CH:60]=[CH:61][CH:62]=1)[O:54][CH:55]([CH3:59])[C:56](O)=[O:57])([CH3:50])[CH3:49].